Dataset: Full USPTO retrosynthesis dataset with 1.9M reactions from patents (1976-2016). Task: Predict the reactants needed to synthesize the given product. (1) Given the product [OH:2][CH2:1][CH2:3][N:4]1[CH2:5][CH2:6][CH2:7][C:8]1=[O:9].[C:5]1(=[O:10])[O:9][CH2:8][CH2:7][CH2:6]1, predict the reactants needed to synthesize it. The reactants are: [CH2:1]([CH2:3][NH2:4])[OH:2].[C:5]1(=[O:10])[O:9][CH2:8][CH2:7][CH2:6]1. (2) The reactants are: C[N+]1([O-])CCOCC1.C([N+](CCC)(CCC)CCC)CC.[CH3:22][C:23]1([CH3:30])[CH:28]2[CH:24]1[CH2:25][CH2:26][CH:27]2[OH:29]. Given the product [CH3:22][C:23]1([CH3:30])[CH:28]2[CH:24]1[CH2:25][CH2:26][C:27]2=[O:29], predict the reactants needed to synthesize it. (3) Given the product [F:1][C:2]1[CH:10]=[C:9]2[C:5]([C:6]([B:28]3[O:32][C:31]([CH3:34])([CH3:33])[C:30]([CH3:36])([CH3:35])[O:29]3)=[CH:7][N:8]2[C:11]([O:13][C:14]([CH3:17])([CH3:16])[CH3:15])=[O:12])=[CH:4][CH:3]=1, predict the reactants needed to synthesize it. The reactants are: [F:1][C:2]1[CH:10]=[C:9]2[C:5]([C:6](I)=[CH:7][N:8]2[C:11]([O:13][C:14]([CH3:17])([CH3:16])[CH3:15])=[O:12])=[CH:4][CH:3]=1.[Li]CCCC.C(O[B:28]1[O:32][C:31]([CH3:34])([CH3:33])[C:30]([CH3:36])([CH3:35])[O:29]1)(C)C. (4) Given the product [Br:8][C:6]1[CH:7]=[C:2]([CH:3]=[C:4]([Br:10])[C:5]=1[O:9][CH3:11])[NH2:1], predict the reactants needed to synthesize it. The reactants are: [NH2:1][C:2]1[CH:7]=[C:6]([Br:8])[C:5]([OH:9])=[C:4]([Br:10])[CH:3]=1.[C:11](=O)([O-])[O-].[K+].[K+].IC.